Dataset: Full USPTO retrosynthesis dataset with 1.9M reactions from patents (1976-2016). Task: Predict the reactants needed to synthesize the given product. (1) Given the product [C:9]1([N:15]2[CH2:16][CH2:17][CH:18]([C:21](=[O:23])[CH2:2][C:1]#[N:3])[CH2:19][CH2:20]2)[CH:10]=[CH:11][CH:12]=[CH:13][CH:14]=1, predict the reactants needed to synthesize it. The reactants are: [C:1](#[N:3])[CH3:2].[Li]CCCC.[C:9]1([N:15]2[CH2:20][CH2:19][CH:18]([C:21]([O:23]CC)=O)[CH2:17][CH2:16]2)[CH:14]=[CH:13][CH:12]=[CH:11][CH:10]=1. (2) Given the product [CH3:1][O:2][C:3]([C:5]1[C:6]2[CH:7]=[CH:8][CH:9]=[N:10][C:11]=2[C:12]([OH:27])=[C:13]2[C:17](=[O:18])[N:16]([CH2:19][C:20]3[CH:21]=[CH:22][C:23]([F:26])=[CH:24][CH:25]=3)[CH2:15][C:14]=12)=[O:4], predict the reactants needed to synthesize it. The reactants are: [CH3:1][O:2][C:3]([C:5]1[C:6]2[CH:7]=[CH:8][CH:9]=[N:10][C:11]=2[C:12]([O:27]C(C2C=CC=CC=2)C2C=CC=CC=2)=[C:13]2[C:17](=[O:18])[N:16]([CH2:19][C:20]3[CH:25]=[CH:24][C:23]([F:26])=[CH:22][CH:21]=3)[CH2:15][C:14]=12)=[O:4].C(O)(C(F)(F)F)=O.C([SiH](CC)CC)C. (3) Given the product [N:1]1[C:2]2[CH:10]=[CH:9][CH:8]=[CH:7][C:3]=2[C:4](=[O:6])[O:5][CH:11]=1, predict the reactants needed to synthesize it. The reactants are: [NH2:1][C:2]1[CH:10]=[CH:9][CH:8]=[CH:7][C:3]=1[C:4]([OH:6])=[O:5].[CH2:11](OC(OCC)OCC)C. (4) Given the product [CH3:1][C:2]1[N:6]([C:7]2[CH:12]=[CH:11][CH:10]=[CH:9][C:8]=2[O:13][CH3:14])[N:5]=[CH:4][C:3]=1[C:15]([OH:17])=[O:16], predict the reactants needed to synthesize it. The reactants are: [CH3:1][C:2]1[N:6]([C:7]2[CH:12]=[CH:11][CH:10]=[CH:9][C:8]=2[O:13][CH3:14])[N:5]=[CH:4][C:3]=1[C:15]([O:17]CC)=[O:16].[OH-].[Na+].